Dataset: NCI-60 drug combinations with 297,098 pairs across 59 cell lines. Task: Regression. Given two drug SMILES strings and cell line genomic features, predict the synergy score measuring deviation from expected non-interaction effect. (1) Drug 1: C1CCC(C1)C(CC#N)N2C=C(C=N2)C3=C4C=CNC4=NC=N3. Drug 2: CC=C1C(=O)NC(C(=O)OC2CC(=O)NC(C(=O)NC(CSSCCC=C2)C(=O)N1)C(C)C)C(C)C. Cell line: NCI-H322M. Synergy scores: CSS=20.9, Synergy_ZIP=-0.350, Synergy_Bliss=-0.575, Synergy_Loewe=-26.6, Synergy_HSA=-0.834. (2) Drug 1: CC1C(C(CC(O1)OC2CC(CC3=C2C(=C4C(=C3O)C(=O)C5=C(C4=O)C(=CC=C5)OC)O)(C(=O)C)O)N)O.Cl. Drug 2: COC1=NC(=NC2=C1N=CN2C3C(C(C(O3)CO)O)O)N. Cell line: HOP-92. Synergy scores: CSS=13.8, Synergy_ZIP=-1.90, Synergy_Bliss=2.46, Synergy_Loewe=-6.82, Synergy_HSA=2.41. (3) Cell line: HCT-15. Synergy scores: CSS=-2.98, Synergy_ZIP=2.09, Synergy_Bliss=0.0274, Synergy_Loewe=-2.51, Synergy_HSA=-3.22. Drug 1: CC1=C(C=C(C=C1)C(=O)NC2=CC(=CC(=C2)C(F)(F)F)N3C=C(N=C3)C)NC4=NC=CC(=N4)C5=CN=CC=C5. Drug 2: CCCCCOC(=O)NC1=NC(=O)N(C=C1F)C2C(C(C(O2)C)O)O. (4) Drug 1: CC(C)(C#N)C1=CC(=CC(=C1)CN2C=NC=N2)C(C)(C)C#N. Drug 2: CC1=C(C(=O)C2=C(C1=O)N3CC4C(C3(C2COC(=O)N)OC)N4)N. Cell line: SK-OV-3. Synergy scores: CSS=25.0, Synergy_ZIP=2.28, Synergy_Bliss=-0.953, Synergy_Loewe=-9.29, Synergy_HSA=0.349. (5) Drug 1: CC1CCC2CC(C(=CC=CC=CC(CC(C(=O)C(C(C(=CC(C(=O)CC(OC(=O)C3CCCCN3C(=O)C(=O)C1(O2)O)C(C)CC4CCC(C(C4)OC)O)C)C)O)OC)C)C)C)OC. Drug 2: CN(C(=O)NC(C=O)C(C(C(CO)O)O)O)N=O. Cell line: K-562. Synergy scores: CSS=37.0, Synergy_ZIP=-6.16, Synergy_Bliss=-5.77, Synergy_Loewe=0.795, Synergy_HSA=1.22.